Dataset: Reaction yield outcomes from USPTO patents with 853,638 reactions. Task: Predict the reaction yield, written as a fraction of the theoretical maximum amount of product (1.0 means a 100% yield; for example, 0.34 means a 34% yield). (1) The reactants are [C:1]([CH2:3][C:4]1[CH:5]=[C:6]([CH:11]=[CH:12][CH:13]=1)[C:7]([O:9][CH3:10])=[O:8])#[N:2].[H-].[Na+].Br[CH2:17][CH2:18][CH2:19][CH2:20][CH2:21]Br. The catalyst is CS(C)=O. The product is [C:1]([C:3]1([C:4]2[CH:5]=[C:6]([CH:11]=[CH:12][CH:13]=2)[C:7]([O:9][CH3:10])=[O:8])[CH2:21][CH2:20][CH2:19][CH2:18][CH2:17]1)#[N:2]. The yield is 0.680. (2) The reactants are [CH:1]1([NH:4][C:5](=[O:31])[C:6]2[CH:11]=[CH:10][C:9]([C:12]3[N:16]4[CH:17]=[C:18]([C:25]5[CH:30]=[CH:29][CH:28]=[CH:27][CH:26]=5)[N:19]=[C:20]([S:21]([CH3:24])(=O)=O)[C:15]4=[N:14][CH:13]=3)=[CH:8][CH:7]=2)[CH2:3][CH2:2]1.[CH2:32]([S-])C.[Na+].O. The catalyst is O1CCCC1. The product is [CH:1]1([NH:4][C:5](=[O:31])[C:6]2[CH:11]=[CH:10][C:9]([C:12]3[N:16]4[CH:17]=[C:18]([C:25]5[CH:30]=[CH:29][CH:28]=[CH:27][CH:26]=5)[N:19]=[C:20]([S:21][CH2:24][CH3:32])[C:15]4=[N:14][CH:13]=3)=[CH:8][CH:7]=2)[CH2:3][CH2:2]1. The yield is 0.710. (3) The reactants are Br[C:2]1[CH:7]=[CH:6][N:5]2[N:8]=[CH:9][C:10]([CH:11]=[O:12])=[C:4]2[CH:3]=1.[CH2:13]([Sn](CCCC)(CCCC)C=C)[CH2:14]CC. The catalyst is C1(C)C=CC=CC=1.C1C=CC([P]([Pd]([P](C2C=CC=CC=2)(C2C=CC=CC=2)C2C=CC=CC=2)([P](C2C=CC=CC=2)(C2C=CC=CC=2)C2C=CC=CC=2)[P](C2C=CC=CC=2)(C2C=CC=CC=2)C2C=CC=CC=2)(C2C=CC=CC=2)C2C=CC=CC=2)=CC=1. The product is [CH:13]([C:2]1[CH:7]=[CH:6][N:5]2[N:8]=[CH:9][C:10]([CH:11]=[O:12])=[C:4]2[CH:3]=1)=[CH2:14]. The yield is 0.920. (4) The reactants are C(OC([N:8]1[CH2:13][CH2:12][C@H:11]([NH:14][C:15]2[CH:20]=[CH:19][CH:18]=[C:17]([NH:21][C:22](=[O:31])[C:23]3[CH:28]=[CH:27][C:26]([F:29])=[CH:25][C:24]=3[Cl:30])[CH:16]=2)[CH2:10][C@@H:9]1[CH3:32])=O)(C)(C)C.C1(C)C=CC(S(Cl)(=O)=O)=CC=1.[Cl-].[NH4+]. The catalyst is C1(C)C=CC=CC=1.CO. The product is [ClH:30].[Cl:30][C:24]1[CH:25]=[C:26]([F:29])[CH:27]=[CH:28][C:23]=1[C:22]([NH:21][C:17]1[CH:18]=[CH:19][CH:20]=[C:15]([NH:14][C@H:11]2[CH2:12][CH2:13][NH:8][C@@H:9]([CH3:32])[CH2:10]2)[CH:16]=1)=[O:31]. The yield is 0.640. (5) The product is [CH2:8]([NH:24][C@H:23]([C:25]([O:27][CH3:28])=[O:26])[CH2:22][O:21][C:17]([CH3:20])([CH3:19])[CH3:18])[C:9]1[CH:14]=[CH:13][CH:12]=[CH:11][CH:10]=1. The yield is 1.00. The catalyst is CO. The reactants are C(N(CC)CC)C.[CH:8](=O)[C:9]1[CH:14]=[CH:13][CH:12]=[CH:11][CH:10]=1.Cl.[C:17]([O:21][CH2:22][C@@H:23]([C:25]([O:27][CH3:28])=[O:26])[NH2:24])([CH3:20])([CH3:19])[CH3:18].[BH4-].[Na+].[Cl-].[NH4+]. (6) The reactants are [C:1]([C:3]1[CH:8]=[CH:7][C:6]([N:9]2[C@H:13]3[CH2:14][CH2:15][CH2:16][CH2:17][C@@H:12]3[N:11]([C:18]3[CH:28]=[CH:27][C:21]([C:22]([O:24]CC)=[O:23])=[CH:20][CH:19]=3)[C:10]2=[O:29])=[CH:5][C:4]=1[C:30]([F:33])([F:32])[F:31])#[N:2].[OH-].[Na+]. No catalyst specified. The product is [C:1]([C:3]1[CH:8]=[CH:7][C:6]([N:9]2[C@H:13]3[CH2:14][CH2:15][CH2:16][CH2:17][C@@H:12]3[N:11]([C:18]3[CH:28]=[CH:27][C:21]([C:22]([OH:24])=[O:23])=[CH:20][CH:19]=3)[C:10]2=[O:29])=[CH:5][C:4]=1[C:30]([F:33])([F:31])[F:32])#[N:2]. The yield is 0.275.